This data is from Peptide-MHC class I binding affinity with 185,985 pairs from IEDB/IMGT. The task is: Regression. Given a peptide amino acid sequence and an MHC pseudo amino acid sequence, predict their binding affinity value. This is MHC class I binding data. (1) The peptide sequence is KANPDVTLV. The MHC is Mamu-B6601 with pseudo-sequence Mamu-B6601. The binding affinity (normalized) is 0.405. (2) The peptide sequence is RLRLIHLL. The MHC is Mamu-B08 with pseudo-sequence Mamu-B08. The binding affinity (normalized) is 0.406. (3) The peptide sequence is ASGQRCHFIK. The MHC is HLA-A03:01 with pseudo-sequence HLA-A03:01. The binding affinity (normalized) is 0.369. (4) The peptide sequence is NSWDVFGNWF. The MHC is Mamu-A02 with pseudo-sequence Mamu-A02. The binding affinity (normalized) is 0. (5) The peptide sequence is DPNPQEMVL. The MHC is HLA-B35:01 with pseudo-sequence HLA-B35:01. The binding affinity (normalized) is 0.605. (6) The peptide sequence is TSKLNHHFP. The MHC is HLA-B08:02 with pseudo-sequence HLA-B08:02. The binding affinity (normalized) is 0.0847. (7) The peptide sequence is VPHSVFIASA. The MHC is HLA-B07:02 with pseudo-sequence HLA-B07:02. The binding affinity (normalized) is 0.421. (8) The peptide sequence is EMIWDPNGW. The MHC is HLA-A31:01 with pseudo-sequence HLA-A31:01. The binding affinity (normalized) is 0.0847.